Dataset: Forward reaction prediction with 1.9M reactions from USPTO patents (1976-2016). Task: Predict the product of the given reaction. (1) Given the reactants [H-].[H-].[H-].[H-].[Al+3].[Li+].[CH3:7][C:8]1[CH:9]=[C:10]([S:15]C#N)[CH:11]=[CH:12][C:13]=1[OH:14].O, predict the reaction product. The product is: [CH3:7][C:8]1[CH:9]=[C:10]([SH:15])[CH:11]=[CH:12][C:13]=1[OH:14]. (2) Given the reactants [Br:1][C:2]1[CH:6]=[CH:5][S:4][C:3]=1[C:7]([OH:9])=[O:8].O=S(Cl)Cl.[CH3:14]O, predict the reaction product. The product is: [CH3:14][O:8][C:7]([C:3]1[S:4][CH:5]=[CH:6][C:2]=1[Br:1])=[O:9]. (3) The product is: [Br:1][C:2]1[C:3]([N:10]([CH:19]2[CH2:20][CH2:21][N:22]([C:25]([O:27][CH2:28][C:29]3[CH:34]=[CH:33][CH:32]=[CH:31][CH:30]=3)=[O:26])[CH2:23][CH2:24]2)[NH2:11])=[N:4][C:5]([C:8]#[N:9])=[N:6][CH:7]=1. Given the reactants [Br:1][C:2]1[C:3]([N:10]([CH:19]2[CH2:24][CH2:23][N:22]([C:25]([O:27][CH2:28][C:29]3[CH:34]=[CH:33][CH:32]=[CH:31][CH:30]=3)=[O:26])[CH2:21][CH2:20]2)[NH:11]C(OC(C)(C)C)=O)=[N:4][C:5]([C:8]#[N:9])=[N:6][CH:7]=1.C1(C)C=CC(S(O)(=O)=O)=CC=1, predict the reaction product. (4) The product is: [OH:8][CH2:9][CH2:10][NH:11][CH:12]1[CH2:16][CH2:15][N:14]([C:17]2[CH:30]=[C:29]([O:31][CH3:32])[C:28]([O:33][CH3:34])=[CH:27][C:18]=2/[CH:19]=[C:20]2/[C:21](=[O:26])[NH:22][C:23](=[O:25])[S:24]/2)[CH2:13]1. Given the reactants [Si]([O:8][CH2:9][CH2:10][NH:11][CH:12]1[CH2:16][CH2:15][N:14]([C:17]2[CH:30]=[C:29]([O:31][CH3:32])[C:28]([O:33][CH3:34])=[CH:27][C:18]=2/[CH:19]=[C:20]2/[C:21](=[O:26])[NH:22][C:23](=[O:25])[S:24]/2)[CH2:13]1)(C(C)(C)C)(C)C, predict the reaction product. (5) Given the reactants [CH:1]([C:4]1[CH:10]=[CH:9][C:7]([NH2:8])=[CH:6][CH:5]=1)([CH3:3])[CH3:2].[C:11](N1C=CN=C1)(N1C=CN=C1)=[O:12].[CH3:23][O:24][C:25]1[CH:34]=[CH:33][C:32]([N:35]2[CH2:40][CH2:39][N:38]([CH3:41])[CH2:37][CH2:36]2)=[C:31]2[C:26]=1[CH2:27][CH2:28][NH:29][CH2:30]2, predict the reaction product. The product is: [CH:1]([C:4]1[CH:10]=[CH:9][C:7]([NH:8][C:11]([N:29]2[CH2:28][CH2:27][C:26]3[C:31](=[C:32]([N:35]4[CH2:36][CH2:37][N:38]([CH3:41])[CH2:39][CH2:40]4)[CH:33]=[CH:34][C:25]=3[O:24][CH3:23])[CH2:30]2)=[O:12])=[CH:6][CH:5]=1)([CH3:3])[CH3:2]. (6) Given the reactants [Cl:1][C:2]1[CH:10]=[C:9]2[C:5]([C:6]([CH:16]=O)=[C:7]([C:11]([O:13][CH2:14][CH3:15])=[O:12])[NH:8]2)=[CH:4][CH:3]=1.[N+:18]([CH:20]([C:31]1[CH:36]=[CH:35][CH:34]=[CH:33][CH:32]=1)S(C1C=CC(C)=CC=1)(=O)=O)#[C-:19].[Cl:37][C:38]1[CH:45]=[CH:44][C:41]([CH2:42][NH2:43])=[CH:40][CH:39]=1.C(N(CC)CC)C, predict the reaction product. The product is: [Cl:1][C:2]1[CH:10]=[C:9]2[C:5]([C:6]([C:16]3[N:43]([CH2:42][C:41]4[CH:44]=[CH:45][C:38]([Cl:37])=[CH:39][CH:40]=4)[CH:19]=[N:18][C:20]=3[C:31]3[CH:36]=[CH:35][CH:34]=[CH:33][CH:32]=3)=[C:7]([C:11]([O:13][CH2:14][CH3:15])=[O:12])[NH:8]2)=[CH:4][CH:3]=1. (7) Given the reactants Cl[C:2]1[CH:7]=[C:6]([C:8]2[CH:13]=[CH:12][CH:11]=[C:10]([C:14]#[C:15][C@:16]3([OH:23])[CH2:20][CH2:19][N:18]([CH3:21])[C:17]3=[O:22])[CH:9]=2)[N:5]=[C:4]([C:24]([O:26][CH2:27][CH3:28])=[O:25])[CH:3]=1.[CH3:29][N:30]1[C:34](B(O)O)=[CH:33][CH:32]=[N:31]1, predict the reaction product. The product is: [OH:23][C@@:16]1([C:15]#[C:14][C:10]2[CH:9]=[C:8]([C:6]3[N:5]=[C:4]([C:24]([O:26][CH2:27][CH3:28])=[O:25])[CH:3]=[C:2]([C:34]4[N:30]([CH3:29])[N:31]=[CH:32][CH:33]=4)[CH:7]=3)[CH:13]=[CH:12][CH:11]=2)[CH2:20][CH2:19][N:18]([CH3:21])[C:17]1=[O:22].